Task: Predict the reaction yield, written as a fraction of the theoretical maximum amount of product (1.0 means a 100% yield; for example, 0.34 means a 34% yield).. Dataset: Reaction yield outcomes from USPTO patents with 853,638 reactions (1) The reactants are [CH3:1][CH2:2][O:3][C:4]([CH2:6]P(OCC)(OCC)=O)=[O:5].[Li+].CC([N-]C(C)C)C.[CH3:23][O:24][C:25]1[CH:26]=[C:27]([C:31]([CH3:35])([CH3:34])[CH:32]=O)[CH:28]=[CH:29][CH:30]=1.[Cl-].[NH4+]. The catalyst is C1COCC1.CCCCCCC.C(C1C=CC=CC=1)C.O1CCCC1. The product is [CH2:2]([O:3][C:4](=[O:5])/[CH:6]=[CH:35]/[C:31]([C:27]1[CH:28]=[CH:29][CH:30]=[C:25]([O:24][CH3:23])[CH:26]=1)([CH3:32])[CH3:34])[CH3:1]. The yield is 0.804. (2) The reactants are CC(OI1(OC(C)=O)(OC(C)=O)OC(=O)C2C=CC=CC1=2)=O.[C:23]([O:27][C:28]([N:30]1[CH2:35][CH2:34][C:33]2[N:36]([CH2:49][CH2:50][CH2:51][OH:52])[N:37]=[C:38]([C:39]3[CH:44]=[CH:43][C:42]([C:45]([F:48])([F:47])[F:46])=[CH:41][CH:40]=3)[C:32]=2[CH2:31]1)=[O:29])([CH3:26])([CH3:25])[CH3:24]. The catalyst is C(Cl)Cl.CCOCC.C([O-])(O)=O.[Na+]. The product is [C:23]([O:27][C:28]([N:30]1[CH2:35][CH2:34][C:33]2[N:36]([CH2:49][CH2:50][CH:51]=[O:52])[N:37]=[C:38]([C:39]3[CH:44]=[CH:43][C:42]([C:45]([F:48])([F:46])[F:47])=[CH:41][CH:40]=3)[C:32]=2[CH2:31]1)=[O:29])([CH3:26])([CH3:25])[CH3:24]. The yield is 0.790. (3) The reactants are [CH2:1]([O:5][C:6]1[C:14]([O:15][CH3:16])=[CH:13][CH:12]=[CH:11][C:7]=1[CH2:8]CN)[CH:2]([CH3:4])[CH3:3].[C:17](Cl)(=[O:20])[CH:18]=[CH2:19].[CH2:22]([N:24](CC)CC)C. The catalyst is C(Cl)Cl. The product is [CH2:1]([O:5][C:6]1[C:14]([O:15][CH3:16])=[CH:13][CH:12]=[CH:11][C:7]=1[CH2:8][N:24]([CH3:22])[C:17](=[O:20])[CH:18]=[CH2:19])[CH:2]([CH3:3])[CH3:4]. The yield is 0.920. (4) The reactants are [Cl:1][C:2]1[C:8]([Cl:9])=[CH:7][C:5]([NH2:6])=[C:4]([CH3:10])[CH:3]=1.C(OC(=O)C)(=O)C.C([O-])(=O)C.[K+].[N:23](OCCC(C)C)=O.Cl. The catalyst is C(Cl)(Cl)Cl.O. The product is [Cl:1][C:2]1[CH:3]=[C:4]2[C:5](=[CH:7][C:8]=1[Cl:9])[NH:6][N:23]=[CH:10]2. The yield is 0.840. (5) The reactants are Cl[C:2]1[CH:7]=[C:6]([CH:8]=[CH:9][N:10](C)C)[C:5]([N+]([O-])=O)=[CH:4][N:3]=1.[NH:16]1[CH2:21][CH2:20][O:19][CH2:18][CH2:17]1.C([O-])=O.[NH4+]. The yield is 0.520. The product is [N:16]1([C:4]2[CH:5]=[C:6]3[CH:8]=[CH:9][NH:10][C:7]3=[CH:2][N:3]=2)[CH2:21][CH2:20][O:19][CH2:18][CH2:17]1. The catalyst is [Pd].CO.C(Cl)Cl. (6) The reactants are O.Cl.[NH2:3][CH2:4][C:5]1[CH:10]=[CH:9][C:8]([S:11]([NH2:14])(=[O:13])=[O:12])=[CH:7][CH:6]=1.C(N(CC)CC)C.[C:22](OC(OC(O[C:22]([CH3:25])([CH3:24])[CH3:23])=O)=O)([CH3:25])([CH3:24])[CH3:23]. The catalyst is O1CCOCC1. The product is [C:22]([CH:4]([NH2:3])[C:5]1[CH:6]=[CH:7][C:8]([S:11]([NH2:14])(=[O:12])=[O:13])=[CH:9][CH:10]=1)([CH3:25])([CH3:24])[CH3:23]. The yield is 0.740. (7) The reactants are [CH3:1][O:2][C:3]1[CH:28]=[CH:27][C:6]([CH2:7][N:8]2[C:12]3=[N:13][CH:14]=[CH:15][C:16]([O:17][C:18]4[CH:23]=[CH:22][C:21]([NH2:24])=[CH:20][C:19]=4[F:25])=[C:11]3[C:10](I)=[N:9]2)=[CH:5][CH:4]=1.CC1(C)C(C)(C)OB([C:37]2[CH2:42][CH2:41][N:40]([C:43]([O:45][C:46]([CH3:49])([CH3:48])[CH3:47])=[O:44])[CH2:39][CH:38]=2)O1.C([O-])([O-])=O.[Na+].[Na+]. The catalyst is C1C=CC([P]([Pd]([P](C2C=CC=CC=2)(C2C=CC=CC=2)C2C=CC=CC=2)([P](C2C=CC=CC=2)(C2C=CC=CC=2)C2C=CC=CC=2)[P](C2C=CC=CC=2)(C2C=CC=CC=2)C2C=CC=CC=2)(C2C=CC=CC=2)C2C=CC=CC=2)=CC=1.COCCOC. The product is [NH2:24][C:21]1[CH:22]=[CH:23][C:18]([O:17][C:16]2[CH:15]=[CH:14][N:13]=[C:12]3[N:8]([CH2:7][C:6]4[CH:27]=[CH:28][C:3]([O:2][CH3:1])=[CH:4][CH:5]=4)[N:9]=[C:10]([C:37]4[CH2:42][CH2:41][N:40]([C:43]([O:45][C:46]([CH3:49])([CH3:48])[CH3:47])=[O:44])[CH2:39][CH:38]=4)[C:11]=23)=[C:19]([F:25])[CH:20]=1. The yield is 0.980. (8) The reactants are [NH:1]1[C:9](=[O:10])[C:8]2[NH:7][CH:6]=[N:5][C:4]=2[N:3]=[CH:2]1.[CH2:11]([OH:13])[CH3:12]. The catalyst is N.[OH-].[OH-].[Pd+2]. The product is [OH:13][C@@H:11]1[C@@H:8]([CH2:9][OH:10])[CH2:4][N:3]([N:5]2[CH:6]=[N:7][C:8]3[C:9](=[O:10])[NH:1][CH:2]=[N:3][C:4]2=3)[CH2:12]1. The yield is 0.880.